Task: Predict the reactants needed to synthesize the given product.. Dataset: Full USPTO retrosynthesis dataset with 1.9M reactions from patents (1976-2016) (1) The reactants are: [Cl:1][C:2]1[N:7]=[CH:6][NH:5][C:4]2=[N:8][CH:9]=[CH:10][C:3]=12.C1C(=O)N([Cl:18])C(=O)C1. Given the product [Cl:1][C:2]1[N:7]=[CH:6][NH:5][C:4]2=[N:8][CH:9]=[C:10]([Cl:18])[C:3]=12, predict the reactants needed to synthesize it. (2) Given the product [Cl:1][C:2]1[N:3]=[C:4]([NH:23][C:24]2[CH:32]=[C:31]3[C:27]([CH:28]=[N:29][NH:30]3)=[CH:26][CH:25]=2)[C:5]2[C:10]([CH3:11])=[CH:9][N:8]([S:12]([C:15]3[CH:21]=[CH:20][C:18]([CH3:19])=[CH:17][CH:16]=3)(=[O:14])=[O:13])[C:6]=2[N:7]=1, predict the reactants needed to synthesize it. The reactants are: [Cl:1][C:2]1[N:3]=[C:4](Cl)[C:5]2[C:10]([CH3:11])=[CH:9][N:8]([S:12]([C:15]3[CH:21]=[CH:20][C:18]([CH3:19])=[CH:17][CH:16]=3)(=[O:14])=[O:13])[C:6]=2[N:7]=1.[NH2:23][C:24]1[CH:32]=[C:31]2[C:27]([CH:28]=[N:29][NH:30]2)=[CH:26][CH:25]=1.CCN(C(C)C)C(C)C. (3) Given the product [CH3:19][C@H:14]1[O:15][C@@H:16]([CH3:18])[CH2:17][N:12]([C:9]2[C:8]([CH:20]=[O:21])=[CH:7][C:6]3[C:2]([N:32]4[C:31]([CH3:30])=[CH:35][C:34]([CH3:36])=[N:33]4)=[N:3][O:4][C:5]=3[C:10]=2[F:11])[CH2:13]1, predict the reactants needed to synthesize it. The reactants are: Cl[C:2]1[C:6]2[CH:7]=[C:8]([CH:20]=[O:21])[C:9]([N:12]3[CH2:17][C@H:16]([CH3:18])[O:15][C@H:14]([CH3:19])[CH2:13]3)=[C:10]([F:11])[C:5]=2[O:4][N:3]=1.[O-]P([O-])([O-])=O.[K+].[K+].[K+].[CH3:30][C:31]1[CH:35]=[C:34]([CH3:36])[NH:33][N:32]=1.C1(P(C2CCCCC2)C2C=CC=CC=2C2C(OC)=CC=CC=2OC)CCCCC1. (4) Given the product [CH:1]([O:4][C:5]([N:7]1[CH2:12][CH2:11][CH:10]([O:13][C:14]2[C:19]([O:20][CH3:21])=[C:18]([O:36][C:33]3[CH:34]=[CH:35][C:30]([Br:29])=[CH:31][C:32]=3[F:37])[N:17]=[CH:16][N:15]=2)[CH2:9][CH2:8]1)=[O:6])([CH3:3])[CH3:2], predict the reactants needed to synthesize it. The reactants are: [CH:1]([O:4][C:5]([N:7]1[CH2:12][CH2:11][CH:10]([O:13][C:14]2[C:19]([O:20][CH3:21])=[C:18](Cl)[N:17]=[CH:16][N:15]=2)[CH2:9][CH2:8]1)=[O:6])([CH3:3])[CH3:2].C(=O)([O-])[O-].[K+].[K+].[Br:29][C:30]1[CH:35]=[CH:34][C:33]([OH:36])=[C:32]([F:37])[CH:31]=1. (5) Given the product [C:22]([NH:16][CH2:15][CH2:14][CH:11]1[C:12]2[CH:13]=[C:4]([NH:1][C:17](=[O:20])[CH3:18])[CH:5]=[CH:6][C:7]=2[CH2:8][CH2:9][CH2:10]1)(=[O:24])[CH3:23], predict the reactants needed to synthesize it. The reactants are: [N+:1]([C:4]1[CH:13]=[C:12]2[C:7]([CH2:8][CH2:9][CH2:10][C:11]2=[CH:14][C:15]#[N:16])=[CH:6][CH:5]=1)([O-])=O.[C:17]([O-:20])(=O)[CH3:18].[Na+].[C:22](OC(=O)C)(=[O:24])[CH3:23].